This data is from Catalyst prediction with 721,799 reactions and 888 catalyst types from USPTO. The task is: Predict which catalyst facilitates the given reaction. (1) Reactant: [Si:1]([O:8][C@@H:9]1[C@H:13]([O:14][Si:15]([C:18]([CH3:21])([CH3:20])[CH3:19])([CH3:17])[CH3:16])[C@@H:12]([CH2:22][OH:23])[O:11][C@H:10]1[N:24]1[CH:29]=[CH:28][CH:27]=[N:26][C:25]1=[O:30])([C:4]([CH3:7])([CH3:6])[CH3:5])([CH3:3])[CH3:2].[C:31](O[C:31](=[O:35])[CH2:32][CH2:33][CH3:34])(=[O:35])[CH2:32][CH2:33][CH3:34]. Product: [C:31]([O:23][CH2:22][C@@H:12]1[C@@H:13]([O:14][Si:15]([C:18]([CH3:19])([CH3:20])[CH3:21])([CH3:17])[CH3:16])[C@@H:9]([O:8][Si:1]([C:4]([CH3:5])([CH3:6])[CH3:7])([CH3:2])[CH3:3])[C@H:10]([N:24]2[CH:29]=[CH:28][CH:27]=[N:26][C:25]2=[O:30])[O:11]1)(=[O:35])[CH2:32][CH2:33][CH3:34]. The catalyst class is: 377. (2) Reactant: N[C:2]1[CH:3]=[C:4]([Br:8])[CH:5]=[N:6][CH:7]=1.N(OCCC(C)C)=O.[CH3:17][CH:18]([OH:20])[CH3:19]. Product: [Br:8][C:4]1[CH:3]=[C:2]([O:20][CH:18]([CH3:19])[CH3:17])[CH:7]=[N:6][CH:5]=1. The catalyst class is: 33. (3) Reactant: [F:1][C:2]1[CH:10]=[CH:9][C:5]([C:6](O)=[O:7])=[CH:4][C:3]=1[N+:11]([O-:13])=[O:12].O=S(Cl)[Cl:16]. Product: [F:1][C:2]1[CH:10]=[CH:9][C:5]([C:6]([Cl:16])=[O:7])=[CH:4][C:3]=1[N+:11]([O-:13])=[O:12]. The catalyst class is: 26. (4) Reactant: [NH2:1][C:2]1[N:9]=[CH:8][C:7]([C:10]2[CH:15]=[CH:14][C:13]([NH2:16])=[CH:12][CH:11]=2)=[CH:6][C:3]=1[C:4]#[N:5].C1([O:23][C:24](=O)[NH:25][C:26]2[CH:30]=[C:29]([C:31]([CH3:34])([CH3:33])[CH3:32])[O:28][N:27]=2)C=CC=CC=1. Product: [NH2:1][C:2]1[N:9]=[CH:8][C:7]([C:10]2[CH:15]=[CH:14][C:13]([NH:16][C:24]([NH:25][C:26]3[CH:30]=[C:29]([C:31]([CH3:34])([CH3:33])[CH3:32])[O:28][N:27]=3)=[O:23])=[CH:12][CH:11]=2)=[CH:6][C:3]=1[C:4]#[N:5]. The catalyst class is: 241. (5) Reactant: Br[C:2]1[CH:3]=[C:4]([N:8]2[CH2:13][CH2:12][NH:11][CH2:10][CH2:9]2)[CH:5]=[CH:6][CH:7]=1.[O:14]1[CH:18]=[CH:17][C:16](B(O)O)=[CH:15]1.C(=O)([O-])[O-].[Na+].[Na+].O. Product: [O:14]1[CH:18]=[CH:17][C:16]([C:2]2[CH:3]=[C:4]([N:8]3[CH2:13][CH2:12][NH:11][CH2:10][CH2:9]3)[CH:5]=[CH:6][CH:7]=2)=[CH:15]1. The catalyst class is: 109. (6) Reactant: [C:1]([O:5][C:6](=[O:11])[CH2:7][C:8](=[O:10])[CH3:9])([CH3:4])([CH3:3])[CH3:2].[CH2:12]=[O:13].C(N(CC)CC)C.[O:21]1CCOC[CH2:22]1. Product: [C:1]([O:5][C:6](=[O:11])[C:7]([CH2:12][OH:13])([CH2:22][OH:21])[C:8](=[O:10])[CH3:9])([CH3:4])([CH3:2])[CH3:3]. The catalyst class is: 7. (7) Reactant: [Br:1][C:2]1[CH:3]=[C:4]2[C:9](=[CH:10][CH:11]=1)[NH:8][C:7](=S)[CH2:6][CH2:5]2.[CH:13]([NH:15][NH2:16])=O. Product: [Br:1][C:2]1[CH:3]=[C:4]2[C:9](=[CH:10][CH:11]=1)[N:8]1[CH:13]=[N:15][N:16]=[C:7]1[CH2:6][CH2:5]2. The catalyst class is: 729. (8) Reactant: [N:1]1[CH:6]=[CH:5][C:4]([N:7]2[CH2:12][CH2:11][NH:10][CH2:9][CH2:8]2)=[CH:3][CH:2]=1.[CH3:13][CH2:14][N:15](C(C)C)[CH:16](C)C.CC1(C)C(C)(C)OB([C:30]2[CH:35]=[CH:34][C:33]([NH2:36])=[CH:32][CH:31]=2)O1.CC1C=CC=CC=1P(C1C=CC=CC=1C)C1C=CC=CC=1C.C(=O)([O-])[O-].[K+].[K+].[CH3:66][N:67]1[C:71](=O)[CH2:70][CH2:69][CH2:68]1. Product: [N:1]1[CH:6]=[CH:5][C:4]([N:7]2[CH2:8][CH2:9][N:10]([C:16]3[CH:66]=[N:67][C:71]4[C:14]([N:15]=3)=[CH:13][C:68]([C:30]3[CH:31]=[CH:32][C:33]([NH2:36])=[CH:34][CH:35]=3)=[CH:69][CH:70]=4)[CH2:11][CH2:12]2)=[CH:3][CH:2]=1. The catalyst class is: 318. (9) Reactant: [F:1][C:2]1[CH:7]=[CH:6][C:5]([C:8]2[C:12]([CH2:13][O:14][C:15]3[CH:23]=[CH:22][C:18]([C:19]([OH:21])=O)=[CH:17][N:16]=3)=[C:11]([CH3:24])[O:10][N:9]=2)=[CH:4][CH:3]=1.F[B-](F)(F)F.[N:30]1(OC(N(C)C)=[N+](C)C)[C:34]2[CH:35]=CC=C[C:33]=2N=N1.C(N(CC)C(C)C)(C)C.C(N)(C)C. Product: [F:1][C:2]1[CH:3]=[CH:4][C:5]([C:8]2[C:12]([CH2:13][O:14][C:15]3[CH:23]=[CH:22][C:18]([C:19]([NH:30][CH:34]([CH3:35])[CH3:33])=[O:21])=[CH:17][N:16]=3)=[C:11]([CH3:24])[O:10][N:9]=2)=[CH:6][CH:7]=1. The catalyst class is: 3.